This data is from Reaction yield outcomes from USPTO patents with 853,638 reactions. The task is: Predict the reaction yield, written as a fraction of the theoretical maximum amount of product (1.0 means a 100% yield; for example, 0.34 means a 34% yield). (1) The reactants are [CH2:1]([N:8]1[C:13](=[O:14])[C:12]([N+]([O-])=O)=[C:11](/[CH:18]=[CH:19]/[N:20](C)C)[N:10]=[C:9]1/[N:23]=[CH:24]/[N:25]([CH3:27])[CH3:26])[C:2]1[CH:7]=[CH:6][CH:5]=[CH:4][CH:3]=1.[O-]S(S([O-])=O)=O.[Na+].[Na+]. The catalyst is C1COCC1. The product is [CH2:1]([N:8]1[C:13](=[O:14])[C:12]2[NH:20][CH:19]=[CH:18][C:11]=2[N:10]=[C:9]1/[N:23]=[CH:24]/[N:25]([CH3:26])[CH3:27])[C:2]1[CH:3]=[CH:4][CH:5]=[CH:6][CH:7]=1. The yield is 0.620. (2) The reactants are [Cl:1][C:2]1[C:7]([Cl:8])=[CH:6][C:5]([NH2:9])=[C:4](I)[CH:3]=1.[CH2:11]([Sn](CCCC)(CCCC)C=C)[CH2:12]CC. The catalyst is C1(C)C=CC=CC=1.C1C=CC([P]([Pd]([P](C2C=CC=CC=2)(C2C=CC=CC=2)C2C=CC=CC=2)([P](C2C=CC=CC=2)(C2C=CC=CC=2)C2C=CC=CC=2)[P](C2C=CC=CC=2)(C2C=CC=CC=2)C2C=CC=CC=2)(C2C=CC=CC=2)C2C=CC=CC=2)=CC=1. The product is [Cl:1][C:2]1[C:7]([Cl:8])=[CH:6][C:5]([NH2:9])=[C:4]([CH:11]=[CH2:12])[CH:3]=1. The yield is 0.767. (3) The reactants are N1C2C(=C(N3CCN(CC4CCC5C(=CC=CC=5)N4)CC3)C=CC=2)C=C1.[CH3:27][O:28][C:29]1[CH:30]=[C:31]2[C:36](=[CH:37][CH:38]=1)[N:35]=[C:34]([CH2:39][N:40]1[CH2:45][CH2:44][N:43]([C:46]3[CH:54]=[CH:53][CH:52]=[C:51]4[C:47]=3[CH:48]=[CH:49][NH:50]4)[CH2:42][CH2:41]1)[CH:33]=[CH:32]2. No catalyst specified. The product is [CH3:27][O:28][C:29]1[CH:30]=[C:31]2[C:36](=[CH:37][CH:38]=1)[NH:35][CH:34]([CH2:39][N:40]1[CH2:41][CH2:42][N:43]([C:46]3[CH:54]=[CH:53][CH:52]=[C:51]4[C:47]=3[CH:48]=[CH:49][NH:50]4)[CH2:44][CH2:45]1)[CH2:33][CH2:32]2. The yield is 0.480.